From a dataset of Peptide-MHC class I binding affinity with 185,985 pairs from IEDB/IMGT. Regression. Given a peptide amino acid sequence and an MHC pseudo amino acid sequence, predict their binding affinity value. This is MHC class I binding data. (1) The peptide sequence is FYFNWNTPI. The MHC is HLA-C14:02 with pseudo-sequence HLA-C14:02. The binding affinity (normalized) is 1.00. (2) The peptide sequence is AIHPFALLL. The MHC is HLA-B08:01 with pseudo-sequence HLA-B08:01. The binding affinity (normalized) is 0.0847.